From a dataset of Peptide-MHC class I binding affinity with 185,985 pairs from IEDB/IMGT. Regression. Given a peptide amino acid sequence and an MHC pseudo amino acid sequence, predict their binding affinity value. This is MHC class I binding data. The peptide sequence is GQQRSTLERTSKASL. The MHC is HLA-A30:01 with pseudo-sequence HLA-A30:01. The binding affinity (normalized) is 0.173.